This data is from Reaction yield outcomes from USPTO patents with 853,638 reactions. The task is: Predict the reaction yield, written as a fraction of the theoretical maximum amount of product (1.0 means a 100% yield; for example, 0.34 means a 34% yield). The reactants are [F:1][C:2]1[CH:7]=[CH:6][CH:5]=[C:4]([F:8])[C:3]=1[S:9](Cl)(=[O:11])=[O:10].[CH3:13][N:14]1[CH2:19][CH2:18][CH:17]([C:20]2[C:28]3[C:23](=[CH:24][CH:25]=[C:26]([OH:29])[CH:27]=3)[NH:22][CH:21]=2)[CH2:16][CH2:15]1.[OH-].[Na+]. The yield is 0.980. The product is [CH3:13][N:14]1[CH2:19][CH2:18][CH:17]([C:20]2[C:28]3[C:23](=[CH:24][CH:25]=[C:26]([O:29][S:9]([C:3]4[C:4]([F:8])=[CH:5][CH:6]=[CH:7][C:2]=4[F:1])(=[O:11])=[O:10])[CH:27]=3)[NH:22][CH:21]=2)[CH2:16][CH2:15]1. No catalyst specified.